From a dataset of Ames mutagenicity test results for genotoxicity prediction. Regression/Classification. Given a drug SMILES string, predict its toxicity properties. Task type varies by dataset: regression for continuous values (e.g., LD50, hERG inhibition percentage) or binary classification for toxic/non-toxic outcomes (e.g., AMES mutagenicity, cardiotoxicity, hepatotoxicity). Dataset: ames. (1) The drug is CC(=O)CC(=O)Nc1ccccc1C. The result is 0 (non-mutagenic). (2) The compound is COc1cc(CCC(C)=O)ccc1O. The result is 0 (non-mutagenic). (3) The molecule is CCN(CC)C(=O)Nc1ccc(OCC(O)CNC(C)(C)C)c(C(C)=O)c1. The result is 0 (non-mutagenic).